Dataset: Forward reaction prediction with 1.9M reactions from USPTO patents (1976-2016). Task: Predict the product of the given reaction. (1) Given the reactants [NH2:1][C:2]1[C:3]([C:29]([O:31]CC)=O)=[N:4][C:5]([C:13]2[CH:18]=[CH:17][CH:16]=[C:15]([C:19]#[C:20][C@:21]3([OH:28])[CH2:25][CH2:24][N:23]([CH3:26])[C:22]3=[O:27])[CH:14]=2)=[N:6][C:7]=1[N:8]1[CH:12]=[CH:11][CH:10]=[N:9]1.[NH3:34], predict the reaction product. The product is: [NH2:1][C:2]1[C:3]([C:29]([NH2:34])=[O:31])=[N:4][C:5]([C:13]2[CH:18]=[CH:17][CH:16]=[C:15]([C:19]#[C:20][C@:21]3([OH:28])[CH2:25][CH2:24][N:23]([CH3:26])[C:22]3=[O:27])[CH:14]=2)=[N:6][C:7]=1[N:8]1[CH:12]=[CH:11][CH:10]=[N:9]1. (2) The product is: [Br:1][C:2]1[CH:3]=[N:4][N:5]([CH2:12][CH2:13][OH:9])[CH:6]=1. Given the reactants [Br:1][C:2]1[CH:3]=[N:4][NH:5][CH:6]=1.[H-].[Na+].[O:9]1[CH2:13][CH2:12]OC1=O.CCOC(C)=O, predict the reaction product. (3) Given the reactants [CH3:1][N:2]1[CH:7]=[C:6]([C:8]2[CH:13]=[C:12]([CH2:14][S:15]([CH3:18])(=[O:17])=[O:16])[CH:11]=[CH:10][C:9]=2[NH:19][C:20]2[CH:25]=[C:24]([O:26][CH3:27])[C:23]([O:28][CH3:29])=[C:22]([O:30][CH3:31])[CH:21]=2)[C:5]2[CH:32]=[CH:33][NH:34][C:4]=2[C:3]1=[O:35].[CH2:36]=O, predict the reaction product. The product is: [CH3:1][N:2]1[C:3](=[O:35])[C:4]2[NH:34][CH:33]=[C:32]3[CH2:36][N:19]([C:20]4[CH:21]=[C:22]([O:30][CH3:31])[C:23]([O:28][CH3:29])=[C:24]([O:26][CH3:27])[CH:25]=4)[C:9]4[CH:10]=[CH:11][C:12]([CH2:14][S:15]([CH3:18])(=[O:17])=[O:16])=[CH:13][C:8]=4[C:6]([C:5]=23)=[CH:7]1. (4) The product is: [CH3:2][O:3][C:4](=[O:30])[C@@H:5]([NH:8][C:9]([C:11]1[C:12]([CH3:29])=[N:13][C:14]([NH:18][CH2:19][CH2:20][CH2:21][C:22]2[CH:27]=[CH:26][CH:25]=[C:24]([OH:28])[CH:23]=2)=[N:15][C:16]=1[CH3:17])=[O:10])[CH2:6][NH:7][C:32]([O:34][CH2:35][C:36]1[CH:41]=[CH:40][CH:39]=[CH:38][CH:37]=1)=[O:33]. Given the reactants Cl.[CH3:2][O:3][C:4](=[O:30])[C@@H:5]([NH:8][C:9]([C:11]1[C:12]([CH3:29])=[N:13][C:14]([NH:18][CH2:19][CH2:20][CH2:21][C:22]2[CH:27]=[CH:26][CH:25]=[C:24]([OH:28])[CH:23]=2)=[N:15][C:16]=1[CH3:17])=[O:10])[CH2:6][NH2:7].Cl[C:32]([O:34][CH2:35][C:36]1[CH:41]=[CH:40][CH:39]=[CH:38][CH:37]=1)=[O:33].C(N(CC)CC)C.CN(C=O)C, predict the reaction product. (5) Given the reactants [C:1]([C:5]1[CH:9]=[C:8]([NH:10][C:11](=[O:19])OC2C=CC=CC=2)[N:7]([CH:20]2[CH2:25][CH2:24][CH2:23][CH2:22][CH2:21]2)[N:6]=1)([CH3:4])([CH3:3])[CH3:2].C(N(CC)C(C)C)(C)C.[CH3:35][O:36][C:37]1[CH:38]=[C:39]2[C:44](=[CH:45][C:46]=1[O:47][CH3:48])[N:43]=[CH:42][N:41]=[C:40]2[O:49][C:50]1[CH:51]=[C:52]([CH:54]=[CH:55][CH:56]=1)[NH2:53], predict the reaction product. The product is: [C:1]([C:5]1[CH:9]=[C:8]([NH:10][C:11]([NH:53][C:52]2[CH:54]=[CH:55][CH:56]=[C:50]([O:49][C:40]3[C:39]4[C:44](=[CH:45][C:46]([O:47][CH3:48])=[C:37]([O:36][CH3:35])[CH:38]=4)[N:43]=[CH:42][N:41]=3)[CH:51]=2)=[O:19])[N:7]([CH:20]2[CH2:21][CH2:22][CH2:23][CH2:24][CH2:25]2)[N:6]=1)([CH3:3])([CH3:2])[CH3:4]. (6) Given the reactants [CH3:1][S:2](Cl)(=[O:4])=[O:3].[CH2:6]([CH:13]1[N:18]([CH3:19])[C:17](=[O:20])[CH:16]([CH:21]([OH:31])[C:22]2[CH:27]=[CH:26][CH:25]=[CH:24][C:23]=2[N+:28]([O-:30])=[O:29])[N:15]([CH3:32])[C:14]1=[O:33])[C:7]1[CH:12]=[CH:11][CH:10]=[CH:9][CH:8]=1, predict the reaction product. The product is: [CH3:1][S:2]([O:31][CH:21]([CH:16]1[C:17](=[O:20])[N:18]([CH3:19])[CH:13]([CH2:6][C:7]2[CH:12]=[CH:11][CH:10]=[CH:9][CH:8]=2)[C:14](=[O:33])[N:15]1[CH3:32])[C:22]1[CH:27]=[CH:26][CH:25]=[CH:24][C:23]=1[N+:28]([O-:30])=[O:29])(=[O:4])=[O:3]. (7) Given the reactants [OH:1][CH2:2][CH2:3][O:4][CH2:5][CH2:6][OH:7].[C:8](Cl)([C:21]1[CH:26]=[CH:25][CH:24]=[CH:23][CH:22]=1)([C:15]1[CH:20]=[CH:19][CH:18]=[CH:17][CH:16]=1)[C:9]1[CH:14]=[CH:13][CH:12]=[CH:11][CH:10]=1, predict the reaction product. The product is: [C:8]([O:1][CH2:2][CH2:3][O:4][CH2:5][CH2:6][OH:7])([C:9]1[CH:14]=[CH:13][CH:12]=[CH:11][CH:10]=1)([C:21]1[CH:22]=[CH:23][CH:24]=[CH:25][CH:26]=1)[C:15]1[CH:16]=[CH:17][CH:18]=[CH:19][CH:20]=1.